Dataset: Experimentally validated miRNA-target interactions with 360,000+ pairs, plus equal number of negative samples. Task: Binary Classification. Given a miRNA mature sequence and a target amino acid sequence, predict their likelihood of interaction. (1) The miRNA is hsa-miR-146a-3p with sequence CCUCUGAAAUUCAGUUCUUCAG. The protein sequence of the target gene is MWQEAMRRRRYLRDRSEEAAGGGDGLPRSRDWLYESYYCMSQQHPLIVFLLLIVMGSCLALLAVFFALGLEVEDHVAFLITVPTALAIFFAIFILVCIESVFKKLLRLFSLVIWICLVAMGYLFMCFGGTVSPWDQVSFFLFIIFVVYTMLPFNMRDAIIASVLTSSSHTIVLSVCLSATPGGKEHLVWQILANVIIFICGNLAGAYHKHLMELALQQTYQDTCNCIKSRIKLEFEKRQQERLLLSLLPAHIAMEMKAEIIQRLQGPKAGQMENTNNFHNLYVKRHTNVSILYADIVGFT.... Result: 1 (interaction). (2) The protein sequence of the target gene is MAALAYNLGKREINHYFSVRSAKVLALVAVLLLAACHLASRRYRGNDSCEYLLSSGRFLGEKVWQPHSCMMHKYKISEAKNCLVDKHIAFIGDSRIRQLFYSFVKIINPQFKEEGNKHENIPFEDKTASVKVDFLWHPEVNGSMKQCIKVWTEDSIAKPHVIVAGAATWSIKIHNGSSEALSQYKMNITSIAPLLEKLAKTSDVYWVLQDPVYEDLLSENRKMITNEKIDAYNEAAVSILNSSTRNSKSNVKMFSVSKLIAQETIMESLDGLHLPESSRETTAMILMNVYCNKILKPVDG.... Result: 1 (interaction). The miRNA is hsa-miR-603 with sequence CACACACUGCAAUUACUUUUGC.